Dataset: hERG Central: cardiac toxicity at 1µM, 10µM, and general inhibition. Task: Predict hERG channel inhibition at various concentrations. (1) The drug is Cc1ccc(-c2nn(-c3ccc(F)cc3)cc2C(=O)N2CCN(C3CCS(=O)(=O)C3)CC2)cc1. Results: hERG_inhib (hERG inhibition (general)): blocker. (2) The compound is COc1ccccc1N1CCN(CCc2ccccc2)CC1. Results: hERG_inhib (hERG inhibition (general)): blocker.